This data is from Forward reaction prediction with 1.9M reactions from USPTO patents (1976-2016). The task is: Predict the product of the given reaction. (1) Given the reactants [NH2:1][C:2]1[C:11]([F:12])=[C:10](F)[C:9]([O:14][CH3:15])=[C:8]2[C:3]=1[C:4](=[O:22])[C:5]([C:19]([OH:21])=[O:20])=[CH:6][N:7]2[CH:16]1[CH2:18][CH2:17]1.[CH3:23][NH:24][CH2:25][CH2:26][NH:27][C:28]1[CH:33]=[CH:32][CH:31]=[CH:30][N:29]=1.C(N(CC)CC)C, predict the reaction product. The product is: [NH2:1][C:2]1[C:11]([F:12])=[C:10]([N:24]([CH3:23])[CH2:25][CH2:26][NH:27][C:28]2[CH:33]=[CH:32][CH:31]=[CH:30][N:29]=2)[C:9]([O:14][CH3:15])=[C:8]2[C:3]=1[C:4](=[O:22])[C:5]([C:19]([OH:21])=[O:20])=[CH:6][N:7]2[CH:16]1[CH2:18][CH2:17]1. (2) Given the reactants [Br:1][C:2]1[CH:3]=[C:4]([CH:8]=O)[CH:5]=[N:6][CH:7]=1.Cl.[CH:11]1([NH:17][C:18]([CH:20]2[CH2:25][CH2:24][NH:23][CH2:22][CH2:21]2)=[O:19])[CH2:16][CH2:15][CH2:14][CH2:13][CH2:12]1, predict the reaction product. The product is: [CH:11]1([NH:17][C:18]([CH:20]2[CH2:21][CH2:22][N:23]([CH2:8][C:4]3[CH:5]=[N:6][CH:7]=[C:2]([Br:1])[CH:3]=3)[CH2:24][CH2:25]2)=[O:19])[CH2:12][CH2:13][CH2:14][CH2:15][CH2:16]1. (3) Given the reactants BrCCBr.Cl[Si](C)(C)C.I[CH:11]1[CH2:14][N:13]([C:15]([O:17][C:18]([CH3:21])([CH3:20])[CH3:19])=[O:16])[CH2:12]1.O1C=CC=C1P(C1OC=CC=1)C1OC=CC=1.[Br:38][C:39]1[CH:40]=[CH:41][C:42](I)=[C:43]([CH3:45])[CH:44]=1, predict the reaction product. The product is: [Br:38][C:39]1[CH:40]=[CH:41][C:42]([CH:11]2[CH2:14][N:13]([C:15]([O:17][C:18]([CH3:21])([CH3:20])[CH3:19])=[O:16])[CH2:12]2)=[C:43]([CH3:45])[CH:44]=1.